This data is from Full USPTO retrosynthesis dataset with 1.9M reactions from patents (1976-2016). The task is: Predict the reactants needed to synthesize the given product. (1) Given the product [CH3:46][O:45][C:41]1[CH:40]=[C:39]([C:33]2[C:34]([O:37][CH3:38])=[CH:35][CH:36]=[C:31]([C:29]([NH:28][C:25]3[CH:24]=[CH:23][C:22]([C:19]4[CH:20]=[CH:21][C:16]([O:15][CH2:60][CH2:65][CH:64]5[CH2:63][CH2:62][CH2:61][CH2:5][NH:7]5)=[CH:17][CH:18]=4)=[CH:27][CH:26]=3)=[O:30])[CH:32]=2)[CH:44]=[CH:43][CH:42]=1, predict the reactants needed to synthesize it. The reactants are: CC(O[C:5](/[N:7]=N/C(OC(C)C)=O)=O)C.[OH:15][C:16]1[CH:21]=[CH:20][C:19]([C:22]2[CH:27]=[CH:26][C:25]([NH:28][C:29]([C:31]3[CH:32]=[C:33]([C:39]4[CH:44]=[CH:43][CH:42]=[C:41]([O:45][CH3:46])[CH:40]=4)[C:34]([O:37][CH3:38])=[CH:35][CH:36]=3)=[O:30])=[CH:24][CH:23]=2)=[CH:18][CH:17]=1.[C:60]1(P([C:60]2[CH:65]=[CH:64][CH:63]=[CH:62][CH:61]=2)[C:60]2[CH:65]=[CH:64][CH:63]=[CH:62][CH:61]=2)[CH:65]=[CH:64][CH:63]=[CH:62][CH:61]=1. (2) Given the product [Cl:1][CH2:2][CH2:3][C:4]([C:6]1[CH:11]=[CH:10][CH:9]=[CH:8][CH:7]=1)([OH:5])[CH3:12], predict the reactants needed to synthesize it. The reactants are: [Cl:1][CH2:2][CH2:3][C:4]([C:6]1[CH:11]=[CH:10][CH:9]=[CH:8][CH:7]=1)=[O:5].[CH3:12][Mg]Br. (3) Given the product [F:17][C:18]1[CH:19]=[C:20]([CH2:24][CH2:25][C@@H:26]2[NH:27][CH2:28][CH2:29][N:16]([C:5]3[C:4]4[N:3]=[C:2]([CH3:1])[S:11][C:10]=4[NH:9][C:8]4[CH:12]=[CH:13][CH:14]=[CH:15][C:7]=4[N:6]=3)[CH2:31]2)[CH:21]=[CH:22][CH:23]=1, predict the reactants needed to synthesize it. The reactants are: [CH3:1][C:2]1[S:11][C:10]2[NH:9][C:8]3[CH:12]=[CH:13][CH:14]=[CH:15][C:7]=3[N:6]=[C:5]([NH2:16])[C:4]=2[N:3]=1.[F:17][C:18]1[CH:19]=[C:20]([CH2:24][CH2:25][C@H:26]2[CH2:31]N[CH2:29][CH2:28][NH:27]2)[CH:21]=[CH:22][CH:23]=1. (4) Given the product [Br:1][C:2]1[CH:11]=[C:10]2[C:5]([CH:6]=[CH:7][CH:8]=[N:9]2)=[C:4]([O:12][CH2:14][C:15]2[N:23]=[CH:22][CH:21]=[CH:20][C:16]=2[C:17]([NH2:19])=[O:18])[CH:3]=1, predict the reactants needed to synthesize it. The reactants are: [Br:1][C:2]1[CH:3]=[C:4]([OH:12])[C:5]2[CH:6]=[CH:7][CH:8]=[N:9][C:10]=2[CH:11]=1.O[CH2:14][C:15]1[N:23]=[CH:22][CH:21]=[CH:20][C:16]=1[C:17]([NH2:19])=[O:18].C1(P(C2C=CC=CC=2)C2C=CC=CC=2)C=CC=CC=1.C(OC(N=NC(OC(C)(C)C)=O)=O)(C)(C)C. (5) Given the product [ClH:22].[Cl:22][C:23]1[CH:28]=[CH:27][CH:26]=[CH:25][C:24]=1[S:29][C:2]1[CH:3]=[C:4]([O:15][C:16]2[CH:21]=[CH:20][CH:19]=[CH:18][CH:17]=2)[C:5]([NH:8][C:9]2[S:10][CH:11]=[C:12]([CH3:14])[N:13]=2)=[N:6][CH:7]=1, predict the reactants needed to synthesize it. The reactants are: Br[C:2]1[CH:3]=[C:4]([O:15][C:16]2[CH:21]=[CH:20][CH:19]=[CH:18][CH:17]=2)[C:5]([NH:8][C:9]2[S:10][CH:11]=[C:12]([CH3:14])[N:13]=2)=[N:6][CH:7]=1.[Cl:22][C:23]1[CH:28]=[CH:27][CH:26]=[CH:25][C:24]=1[SH:29].